This data is from Reaction yield outcomes from USPTO patents with 853,638 reactions. The task is: Predict the reaction yield, written as a fraction of the theoretical maximum amount of product (1.0 means a 100% yield; for example, 0.34 means a 34% yield). The reactants are Cl.[O:2]1[CH2:8][CH2:7][CH2:6][NH:5][CH2:4][CH2:3]1.C([O-])(=O)C.[Na+].C(O)(=O)C.[Cl:18][CH2:19][C:20](Cl)=[O:21].C(=O)([O-])O.[Na+]. The catalyst is O1CCCC1. The product is [Cl:18][CH2:19][C:20]([N:5]1[CH2:6][CH2:7][CH2:8][O:2][CH2:3][CH2:4]1)=[O:21]. The yield is 0.930.